From a dataset of Full USPTO retrosynthesis dataset with 1.9M reactions from patents (1976-2016). Predict the reactants needed to synthesize the given product. (1) Given the product [Cl:20][C:14]1[CH:15]=[C:16]2[C:11]([C:10](=[O:21])[N:9]([C:5]3[CH:4]=[C:3]([CH2:2][NH:1][C:36]([C:31]4[C:30]([CH3:29])=[CH:35][CH:34]=[CH:33][N:32]=4)=[O:37])[CH:8]=[N:7][CH:6]=3)[C:17]2([CH3:18])[CH3:19])=[CH:12][CH:13]=1, predict the reactants needed to synthesize it. The reactants are: [NH2:1][CH2:2][C:3]1[CH:4]=[C:5]([N:9]2[C:17]([CH3:19])([CH3:18])[C:16]3[C:11](=[CH:12][CH:13]=[C:14]([Cl:20])[CH:15]=3)[C:10]2=[O:21])[CH:6]=[N:7][CH:8]=1.CCN(CC)CC.[CH3:29][C:30]1[C:31]([C:36](O)=[O:37])=[N:32][CH:33]=[CH:34][CH:35]=1.CN(C(ON1N=NC2C=CC=NC1=2)=[N+](C)C)C.F[P-](F)(F)(F)(F)F. (2) The reactants are: Cl.Cl.Cl.[O:4]1[C:8]2[CH:9]=[CH:10][CH:11]=[C:12]([N:13]3[CH2:18][CH2:17][N:16]([CH2:19][CH2:20][C@H:21]4[CH2:26][CH2:25][C@H:24]([NH2:27])[CH2:23][CH2:22]4)[CH2:15][CH2:14]3)[C:7]=2[O:6][CH2:5]1.[O:28]1[CH2:33][CH2:32][CH:31]([C:34](O)=[O:35])[CH2:30][CH2:29]1. Given the product [O:4]1[C:8]2[CH:9]=[CH:10][CH:11]=[C:12]([N:13]3[CH2:18][CH2:17][N:16]([CH2:19][CH2:20][C@H:21]4[CH2:26][CH2:25][C@H:24]([NH:27][C:34]([CH:31]5[CH2:32][CH2:33][O:28][CH2:29][CH2:30]5)=[O:35])[CH2:23][CH2:22]4)[CH2:15][CH2:14]3)[C:7]=2[O:6][CH2:5]1, predict the reactants needed to synthesize it. (3) Given the product [Cl:57][C:53]1[CH:52]=[C:51]([C:48]2[O:47][C:46]([CH2:45][N:1]3[C:9]4[C:4](=[CH:5][CH:6]=[CH:7][CH:8]=4)[C:3]4([C:13]5=[CH:14][C:15]6[O:19][CH2:18][O:17][C:16]=6[CH:20]=[C:12]5[O:11][CH2:10]4)[C:2]3=[O:21])=[CH:50][CH:49]=2)[CH:56]=[CH:55][CH:54]=1, predict the reactants needed to synthesize it. The reactants are: [NH:1]1[C:9]2[C:4](=[CH:5][CH:6]=[CH:7][CH:8]=2)[C:3]2([C:13]3=[CH:14][C:15]4[O:19][CH2:18][O:17][C:16]=4[CH:20]=[C:12]3[O:11][CH2:10]2)[C:2]1=[O:21].BrC1C=CC=C2C=1C1(C3=CC4OCOC=4C=C3OC1)C(=O)N2.Cl[CH2:45][C:46]1[O:47][C:48]([C:51]2[CH:56]=[CH:55][CH:54]=[C:53]([Cl:57])[CH:52]=2)=[CH:49][CH:50]=1.BrCC1OC(C(F)(F)F)=CC=1.